From a dataset of Peptide-MHC class II binding affinity with 134,281 pairs from IEDB. Regression. Given a peptide amino acid sequence and an MHC pseudo amino acid sequence, predict their binding affinity value. This is MHC class II binding data. The peptide sequence is RVVFVVLLLLVAPAYS. The MHC is DRB1_1501 with pseudo-sequence DRB1_1501. The binding affinity (normalized) is 0.161.